Dataset: NCI-60 drug combinations with 297,098 pairs across 59 cell lines. Task: Regression. Given two drug SMILES strings and cell line genomic features, predict the synergy score measuring deviation from expected non-interaction effect. (1) Drug 1: CN1CCC(CC1)COC2=C(C=C3C(=C2)N=CN=C3NC4=C(C=C(C=C4)Br)F)OC. Drug 2: C1=NC(=NC(=O)N1C2C(C(C(O2)CO)O)O)N. Cell line: MCF7. Synergy scores: CSS=9.62, Synergy_ZIP=-2.12, Synergy_Bliss=4.55, Synergy_Loewe=3.31, Synergy_HSA=4.33. (2) Drug 1: CS(=O)(=O)C1=CC(=C(C=C1)C(=O)NC2=CC(=C(C=C2)Cl)C3=CC=CC=N3)Cl. Drug 2: C1=NNC2=C1C(=O)NC=N2. Cell line: EKVX. Synergy scores: CSS=8.58, Synergy_ZIP=-4.45, Synergy_Bliss=-5.38, Synergy_Loewe=-16.2, Synergy_HSA=-3.75. (3) Drug 1: C1CC(=O)NC(=O)C1N2CC3=C(C2=O)C=CC=C3N. Drug 2: CN(C(=O)NC(C=O)C(C(C(CO)O)O)O)N=O. Cell line: LOX IMVI. Synergy scores: CSS=16.1, Synergy_ZIP=-2.37, Synergy_Bliss=3.33, Synergy_Loewe=7.13, Synergy_HSA=7.17. (4) Drug 1: COC1=CC(=CC(=C1O)OC)C2C3C(COC3=O)C(C4=CC5=C(C=C24)OCO5)OC6C(C(C7C(O6)COC(O7)C8=CC=CS8)O)O. Drug 2: C1=CN(C(=O)N=C1N)C2C(C(C(O2)CO)O)O.Cl. Cell line: MCF7. Synergy scores: CSS=46.0, Synergy_ZIP=0.761, Synergy_Bliss=3.30, Synergy_Loewe=5.89, Synergy_HSA=8.11. (5) Drug 1: C1CCC(C1)C(CC#N)N2C=C(C=N2)C3=C4C=CNC4=NC=N3. Drug 2: CC(C)NC(=O)C1=CC=C(C=C1)CNNC.Cl. Cell line: HS 578T. Synergy scores: CSS=11.2, Synergy_ZIP=3.65, Synergy_Bliss=12.0, Synergy_Loewe=4.11, Synergy_HSA=5.58. (6) Drug 1: CC1=C(C(=CC=C1)Cl)NC(=O)C2=CN=C(S2)NC3=CC(=NC(=N3)C)N4CCN(CC4)CCO. Drug 2: COCCOC1=C(C=C2C(=C1)C(=NC=N2)NC3=CC=CC(=C3)C#C)OCCOC.Cl. Cell line: OVCAR3. Synergy scores: CSS=5.08, Synergy_ZIP=4.09, Synergy_Bliss=5.68, Synergy_Loewe=-1.68, Synergy_HSA=-0.784. (7) Drug 1: COC1=C(C=C2C(=C1)N=CN=C2NC3=CC(=C(C=C3)F)Cl)OCCCN4CCOCC4. Drug 2: C1=CC(=CC=C1CCC2=CNC3=C2C(=O)NC(=N3)N)C(=O)NC(CCC(=O)O)C(=O)O. Cell line: HOP-62. Synergy scores: CSS=39.7, Synergy_ZIP=1.71, Synergy_Bliss=6.35, Synergy_Loewe=9.36, Synergy_HSA=10.1. (8) Drug 1: CC(CN1CC(=O)NC(=O)C1)N2CC(=O)NC(=O)C2. Drug 2: C1C(C(OC1N2C=NC3=C2NC=NCC3O)CO)O. Cell line: MDA-MB-231. Synergy scores: CSS=15.4, Synergy_ZIP=-5.98, Synergy_Bliss=0.972, Synergy_Loewe=-7.10, Synergy_HSA=2.10. (9) Drug 1: CC1CCC2CC(C(=CC=CC=CC(CC(C(=O)C(C(C(=CC(C(=O)CC(OC(=O)C3CCCCN3C(=O)C(=O)C1(O2)O)C(C)CC4CCC(C(C4)OC)OCCO)C)C)O)OC)C)C)C)OC. Drug 2: CN(CCCl)CCCl.Cl. Cell line: NCI-H226. Synergy scores: CSS=6.40, Synergy_ZIP=-1.56, Synergy_Bliss=2.14, Synergy_Loewe=-0.381, Synergy_HSA=1.75.